This data is from Forward reaction prediction with 1.9M reactions from USPTO patents (1976-2016). The task is: Predict the product of the given reaction. (1) The product is: [CH3:39][O:38][C:36](=[O:37])[NH:1][C:2]1[CH:3]=[CH:4][C:5]([C:8]2[NH:12][C:11]([C@H:13]3[N:17]4[C:18](=[O:34])[CH:19]=[C:20]([C:22]5[CH:27]=[C:26]([CH3:28])[CH:25]=[CH:24][C:23]=5[N:29]5[CH:33]=[N:32][N:31]=[N:30]5)[N:21]=[C:16]4[CH2:15][CH2:14]3)=[N:10][CH:9]=2)=[CH:6][N:7]=1. Given the reactants [NH2:1][C:2]1[N:7]=[CH:6][C:5]([C:8]2[NH:12][C:11]([C@H:13]3[N:17]4[C:18](=[O:34])[CH:19]=[C:20]([C:22]5[CH:27]=[C:26]([CH3:28])[CH:25]=[CH:24][C:23]=5[N:29]5[CH:33]=[N:32][N:31]=[N:30]5)[N:21]=[C:16]4[CH2:15][CH2:14]3)=[N:10][CH:9]=2)=[CH:4][CH:3]=1.Cl[C:36]([O:38][CH3:39])=[O:37], predict the reaction product. (2) Given the reactants [Br:1][C:2]1[CH:7]=[C:6]([CH3:8])[CH:5]=[CH:4][C:3]=1[OH:9].C(=O)([O-])[O-].[K+].[K+].[CH2:16](Br)[C:17]1[CH:22]=[CH:21][CH:20]=[CH:19][CH:18]=1.O, predict the reaction product. The product is: [CH2:16]([O:9][C:3]1[CH:4]=[CH:5][C:6]([CH3:8])=[CH:7][C:2]=1[Br:1])[C:17]1[CH:22]=[CH:21][CH:20]=[CH:19][CH:18]=1. (3) Given the reactants [CH3:1][C:2]1([CH3:12])[O:6][C:5](=[CH:7][C:8](Cl)=[O:9])[C:4](=[O:11])[O:3]1.[CH:13]([O:16][C:17]1[CH:26]=[CH:25][CH:24]=[CH:23][C:18]=1[CH2:19][NH:20][O:21][CH3:22])([CH3:15])[CH3:14], predict the reaction product. The product is: [CH3:1][C:2]1([CH3:12])[O:6][C:5](=[CH:7][C:8]([N:20]([CH2:19][C:18]2[CH:23]=[CH:24][CH:25]=[CH:26][C:17]=2[O:16][CH:13]([CH3:15])[CH3:14])[O:21][CH3:22])=[O:9])[C:4](=[O:11])[O:3]1. (4) The product is: [Cl:9][CH2:10][C:11]([N:4]([CH2:5][CH2:6][C:7]#[N:8])[CH2:3][CH2:2][OH:1])=[O:12]. Given the reactants [OH:1][CH2:2][CH2:3][NH:4][CH2:5][CH2:6][C:7]#[N:8].[Cl:9][CH2:10][C:11](Cl)=[O:12], predict the reaction product. (5) The product is: [NH2:19][C:20]1[C:25]([C:26]#[N:27])=[C:24]([NH:18][CH:16]([C:8]2[N:9]=[C:10]3[CH:15]=[CH:14][CH:13]=[N:12][N:11]3[C:7]=2[C:2]2[CH:3]=[CH:4][CH:5]=[CH:6][N:1]=2)[CH3:17])[N:23]=[CH:22][N:21]=1. Given the reactants [N:1]1[CH:6]=[CH:5][CH:4]=[CH:3][C:2]=1[C:7]1[N:11]2[N:12]=[CH:13][CH:14]=[CH:15][C:10]2=[N:9][C:8]=1[CH:16]([NH2:18])[CH3:17].[NH2:19][C:20]1[C:25]([C:26]#[N:27])=[C:24](Cl)[N:23]=[CH:22][N:21]=1.CCN(C(C)C)C(C)C, predict the reaction product.